Dataset: Peptide-MHC class II binding affinity with 134,281 pairs from IEDB. Task: Regression. Given a peptide amino acid sequence and an MHC pseudo amino acid sequence, predict their binding affinity value. This is MHC class II binding data. (1) The MHC is DRB5_0101 with pseudo-sequence DRB5_0101. The peptide sequence is LIDTKCYKLEHPV. The binding affinity (normalized) is 0. (2) The peptide sequence is QSVANGVPVHLCNLI. The MHC is DRB1_0101 with pseudo-sequence DRB1_0101. The binding affinity (normalized) is 0.918. (3) The peptide sequence is DEELLKAVRIIKILYQSNP. The MHC is HLA-DQA10102-DQB10502 with pseudo-sequence HLA-DQA10102-DQB10502. The binding affinity (normalized) is 0.403. (4) The peptide sequence is TVMPLLCGIGCAMLH. The MHC is HLA-DQA10201-DQB10402 with pseudo-sequence HLA-DQA10201-DQB10402. The binding affinity (normalized) is 0.614. (5) The MHC is DRB3_0202 with pseudo-sequence DRB3_0202. The binding affinity (normalized) is 0.881. The peptide sequence is GYKVLVLNPSVAAT. (6) The peptide sequence is AFIEDGDNLFPKV. The MHC is HLA-DQA10501-DQB10201 with pseudo-sequence HLA-DQA10501-DQB10201. The binding affinity (normalized) is 0.584. (7) The peptide sequence is ALLVVAVGLRVV. The MHC is DRB1_0301 with pseudo-sequence DRB1_0301. The binding affinity (normalized) is 0.297. (8) The peptide sequence is RVKLSALTLKGTSYK. The MHC is HLA-DQA10201-DQB10303 with pseudo-sequence HLA-DQA10201-DQB10303. The binding affinity (normalized) is 0.517. (9) The MHC is DRB1_1201 with pseudo-sequence DRB1_1201. The binding affinity (normalized) is 0.531. The peptide sequence is IKHIYAISSAALSAS. (10) The peptide sequence is QLADVNWLNLNEMFP. The MHC is DRB1_0101 with pseudo-sequence DRB1_0101. The binding affinity (normalized) is 0.180.